This data is from Full USPTO retrosynthesis dataset with 1.9M reactions from patents (1976-2016). The task is: Predict the reactants needed to synthesize the given product. Given the product [O:1]1[CH:5]=[CH:4][CH:3]=[C:2]1[C:6](=[N:14][O:13][CH3:12])[C:7]([OH:9])=[O:8], predict the reactants needed to synthesize it. The reactants are: [O:1]1[CH:5]=[CH:4][CH:3]=[C:2]1[C:6](=O)[C:7]([OH:9])=[O:8].Cl.[CH3:12][O:13][NH2:14].C([O-])([O-])=O.[Na+].[Na+].Cl.